From a dataset of Reaction yield outcomes from USPTO patents with 853,638 reactions. Predict the reaction yield, written as a fraction of the theoretical maximum amount of product (1.0 means a 100% yield; for example, 0.34 means a 34% yield). (1) The reactants are [C:1]([O:7][CH2:8][N:9]1[C:13]2[N:14]=[N:15][CH:16]=[C:17]([C:18]3[CH:19]=[N:20][N:21]([C:23]4([CH2:27][C:28]#[N:29])[CH2:26][NH:25][CH2:24]4)[CH:22]=3)[C:12]=2[CH:11]=[CH:10]1)(=[O:6])[C:2]([CH3:5])([CH3:4])[CH3:3].C(N(CC)C(C)C)(C)C.[CH2:39]([S:41](Cl)(=[O:43])=[O:42])[CH3:40]. The catalyst is C(#N)C.C(OCC)(=O)C. The product is [C:1]([O:7][CH2:8][N:9]1[C:13]2[N:14]=[N:15][CH:16]=[C:17]([C:18]3[CH:19]=[N:20][N:21]([C:23]4([CH2:27][C:28]#[N:29])[CH2:24][N:25]([S:41]([CH2:39][CH3:40])(=[O:43])=[O:42])[CH2:26]4)[CH:22]=3)[C:12]=2[CH:11]=[CH:10]1)(=[O:6])[C:2]([CH3:5])([CH3:4])[CH3:3]. The yield is 0.440. (2) The reactants are Br[C:2]1[CH:10]=[C:9]2[C:5]([CH2:6][C:7]3([CH2:17][CH2:16][CH2:15][C:14]4[CH:18]=[CH:19][CH:20]=[CH:21][C:13]=4[CH2:12]3)[C:8]2=[O:11])=[CH:4][CH:3]=1.[C:22]([C:24]1[CH:25]=[C:26](B(O)O)[CH:27]=[CH:28][CH:29]=1)#[N:23]. The catalyst is C([O-])([O-])=O.[Cs+].[Cs+].O1CCOCC1.Cl[Pd](Cl)([P](C1C=CC=CC=1)(C1C=CC=CC=1)C1C=CC=CC=1)[P](C1C=CC=CC=1)(C1C=CC=CC=1)C1C=CC=CC=1. The product is [O:11]=[C:8]1[C:9]2[C:5](=[CH:4][CH:3]=[C:2]([C:28]3[CH:29]=[C:24]([CH:25]=[CH:26][CH:27]=3)[C:22]#[N:23])[CH:10]=2)[CH2:6][C:7]21[CH2:12][CH2:18][CH2:19][C:20]1[CH:21]=[CH:13][CH:14]=[CH:15][C:16]=1[CH2:17]2. The yield is 0.560. (3) The reactants are [OH:1][N:2]1[C:6](=[O:7])[C:5]2=[CH:8][CH:9]=[CH:10][CH:11]=[C:4]2[C:3]1=[O:12].C(=O)([O-])[O-].[K+].[K+].[CH2:19]([N:21]([CH2:24][CH2:25]Cl)[CH2:22][CH3:23])[CH3:20].O. The catalyst is C1COCC1. The product is [CH2:19]([N:21]([CH2:24][CH2:25][O:1][N:2]1[C:3](=[O:12])[C:4]2=[CH:11][CH:10]=[CH:9][CH:8]=[C:5]2[C:6]1=[O:7])[CH2:22][CH3:23])[CH3:20]. The yield is 0.530. (4) The reactants are Cl[C:2]1[CH:7]=[CH:6][N:5]=[C:4]([N:8]2[C:20](=[O:21])[C:19]3[S:18][C:17]4[CH2:16][CH2:15][CH2:14][CH2:13][C:12]=4[C:11]=3[CH:10]=[N:9]2)[C:3]=1[CH:22]=[O:23].[CH3:24][N:25]1[C:30](=[O:31])[C:29]([NH:32][C:33]2[CH:38]=[CH:37][C:36]([N:39]3[CH2:44][CH2:43][N:42]([CH:45]4[CH2:48][O:47][CH2:46]4)[CH2:41][C@H:40]3[CH3:49])=[CH:35][N:34]=2)=[CH:28][C:27](C2C(C=O)=C(N3C=CN4C5CCCCC=5C=C4C3=O)N=CC=2)=[CH:26]1.[O-]P([O-])([O-])=O.[K+].[K+].[K+].C([O-])(=O)C.[Na+]. The catalyst is C1C=CC(P(C2C=CC=CC=2)[C-]2C=CC=C2)=CC=1.C1C=CC(P(C2C=CC=CC=2)[C-]2C=CC=C2)=CC=1.Cl[Pd]Cl.[Fe+2].O.C(#N)C. The product is [CH3:24][N:25]1[C:30](=[O:31])[C:29]([NH:32][C:33]2[CH:38]=[CH:37][C:36]([N:39]3[CH2:44][CH2:43][N:42]([CH:45]4[CH2:46][O:47][CH2:48]4)[CH2:41][C@H:40]3[CH3:49])=[CH:35][N:34]=2)=[CH:28][C:27]([C:2]2[CH:7]=[CH:6][N:5]=[C:4]([N:8]3[C:20](=[O:21])[C:19]4[S:18][C:17]5[CH2:16][CH2:15][CH2:14][CH2:13][C:12]=5[C:11]=4[CH:10]=[N:9]3)[C:3]=2[CH:22]=[O:23])=[CH:26]1. The yield is 0.700. (5) The reactants are [OH-].[K+].C[O:4][C:5](=[O:41])[C@@H:6]([N:28]1[C:40]2[CH:39]=[CH:38][CH:37]=[CH:36][C:35]=2[C:34]2[C:29]1=[CH:30][CH:31]=[CH:32][CH:33]=2)[CH2:7][CH2:8][CH2:9][CH2:10][NH:11][C:12](=[O:27])[C:13]1[CH:18]=[CH:17][C:16]([C:19](=[O:26])[C:20]2[CH:25]=[CH:24][CH:23]=[CH:22][CH:21]=2)=[CH:15][CH:14]=1.C1(C)C=CC=CC=1.Cl. The catalyst is CO. The product is [C:19]([C:16]1[CH:15]=[CH:14][C:13]([C:12]([NH:11][CH2:10][CH2:9][CH2:8][CH2:7][C@H:6]([N:28]2[C:40]3[CH:39]=[CH:38][CH:37]=[CH:36][C:35]=3[C:34]3[C:29]2=[CH:30][CH:31]=[CH:32][CH:33]=3)[C:5]([OH:41])=[O:4])=[O:27])=[CH:18][CH:17]=1)(=[O:26])[C:20]1[CH:25]=[CH:24][CH:23]=[CH:22][CH:21]=1. The yield is 0.980. (6) The reactants are C1(P(C2C=CC=CC=2)C2C=CC=CC=2)C=CC=CC=1.[Cl:20][C:21]1[CH:26]=[CH:25][CH:24]=[CH:23][C:22]=1[OH:27].[CH2:28]([N:35]1[CH2:40][CH2:39][CH:38](O)[CH2:37][CH2:36]1)[C:29]1[CH:34]=[CH:33][CH:32]=[CH:31][CH:30]=1. The catalyst is ClCCl. The product is [CH2:28]([N:35]1[CH2:40][CH2:39][CH:38]([O:27][C:22]2[CH:23]=[CH:24][CH:25]=[CH:26][C:21]=2[Cl:20])[CH2:37][CH2:36]1)[C:29]1[CH:34]=[CH:33][CH:32]=[CH:31][CH:30]=1. The yield is 0.890. (7) The reactants are C([O:3][C:4](=O)[CH2:5][N:6]1[CH:11]=[CH:10][CH:9]=[CH:8][C:7]1=[O:12])C.O.[NH2:15][NH2:16]. The catalyst is C(O)C. The product is [O:12]=[C:7]1[CH:8]=[CH:9][CH:10]=[CH:11][N:6]1[CH2:5][C:4]([NH:15][NH2:16])=[O:3]. The yield is 0.780. (8) The reactants are [S:1]1[C:5]2[CH:6]=[CH:7][CH:8]=[CH:9][C:4]=2[N:3]=[C:2]1[C:10]1[C:14]([NH2:15])=[CH:13][NH:12][N:11]=1.[C:16](Cl)(=[O:21])[C:17]([CH3:20])([CH3:19])[CH3:18].N1C2C=CC=CC=2N=C1C1C(NC(=O)C(C)C)=CNN=1. No catalyst specified. The product is [S:1]1[C:5]2[CH:6]=[CH:7][CH:8]=[CH:9][C:4]=2[N:3]=[C:2]1[C:10]1[C:14]([NH:15][C:16](=[O:21])[C:17]([CH3:20])([CH3:19])[CH3:18])=[CH:13][NH:12][N:11]=1. The yield is 0.410. (9) The reactants are [N+](=[CH2:3])=[N-].[C:4]([C:8]1[CH:13]=[CH:12][CH:11]=[CH:10][C:9]=1[O:14][C:15]([CH2:17][C:18]([NH:21][S:22]([C:25]([F:28])([F:27])[F:26])(=[O:24])=[O:23])([CH3:20])[CH3:19])=[O:16])([CH3:7])([CH3:6])[CH3:5]. The catalyst is CCOCC. The product is [CH3:3][N:21]([C:18]([CH3:20])([CH3:19])[CH2:17][C:15]([O:14][C:9]1[CH:10]=[CH:11][CH:12]=[CH:13][C:8]=1[C:4]([CH3:5])([CH3:6])[CH3:7])=[O:16])[S:22]([C:25]([F:28])([F:26])[F:27])(=[O:24])=[O:23]. The yield is 0.960.